From a dataset of Forward reaction prediction with 1.9M reactions from USPTO patents (1976-2016). Predict the product of the given reaction. (1) Given the reactants [N:1]1[N:5]2[CH:6]=[CH:7][CH:8]=[N:9][C:4]2=[C:3]([C:10]2[CH:20]=[CH:19][C:13]([C:14]([O:16]CC)=[O:15])=[CH:12][CH:11]=2)[CH:2]=1.[OH-].[Na+], predict the reaction product. The product is: [N:1]1[N:5]2[CH:6]=[CH:7][CH:8]=[N:9][C:4]2=[C:3]([C:10]2[CH:20]=[CH:19][C:13]([C:14]([OH:16])=[O:15])=[CH:12][CH:11]=2)[CH:2]=1. (2) Given the reactants [CH:1]([S:4]([C:7]1[CH:8]=[C:9]2[C:13](=[C:14]([O:16][CH2:17][CH2:18][C:19]3[CH:24]=[CH:23][CH:22]=[CH:21][N:20]=3)[CH:15]=1)[NH:12][N:11]=[C:10]2[NH2:25])(=[O:6])=[O:5])([CH3:3])[CH3:2].[C:26](O)(=[O:36])[C:27]1[C:28](=[CH:32][CH:33]=[CH:34][CH:35]=1)[C:29](O)=[O:30].N1(O)C2C=CC=CC=2N=N1.Cl.CN(C)CCCN=C=NCC.C(=O)([O-])O.[Na+], predict the reaction product. The product is: [CH:1]([S:4]([C:7]1[CH:8]=[C:9]2[C:13](=[C:14]([O:16][CH2:17][CH2:18][C:19]3[CH:24]=[CH:23][CH:22]=[CH:21][N:20]=3)[CH:15]=1)[NH:12][N:11]=[C:10]2[N:25]1[C:29](=[O:30])[C:28]2[C:27](=[CH:35][CH:34]=[CH:33][CH:32]=2)[C:26]1=[O:36])(=[O:6])=[O:5])([CH3:3])[CH3:2].